Dataset: Full USPTO retrosynthesis dataset with 1.9M reactions from patents (1976-2016). Task: Predict the reactants needed to synthesize the given product. (1) Given the product [CH2:19]([N:21]([CH2:25][CH3:26])[C:22](=[O:23])[O:18][CH2:17][C:15]1[C:14]2[C:9]([CH:8]=[C:7]3[C:16]=1[CH:3]=[CH:4][CH:5]=[CH:6]3)=[CH:10][CH:11]=[CH:12][CH:13]=2)[CH3:20], predict the reactants needed to synthesize it. The reactants are: O.[Na].[CH:3]1[C:16]2[C:7](=[CH:8][C:9]3[C:14]([C:15]=2[CH2:17][OH:18])=[CH:13][CH:12]=[CH:11][CH:10]=3)[CH:6]=[CH:5][CH:4]=1.[CH2:19]([N:21]([CH2:25][CH3:26])[C:22](Cl)=[O:23])[CH3:20].CCCCCC. (2) The reactants are: [Cl:1][C:2]1[CH:18]=[CH:17][C:5]2[CH2:6][CH2:7][N:8]([C:11](=[O:16])[C:12]([F:15])([F:14])[F:13])[CH2:9][CH2:10][C:4]=2[C:3]=1OS(C(F)(F)F)(=O)=O.C1C=CC(P(C2C(C3C(P(C4C=CC=CC=4)C4C=CC=CC=4)=CC=C4C=3C=CC=C4)=C3C(C=CC=C3)=CC=2)C2C=CC=CC=2)=CC=1.[CH:73]1([C:79]([C:81]2[CH:88]=[CH:87][C:84]([CH2:85][NH2:86])=[CH:83][CH:82]=2)=[O:80])[CH2:78][CH2:77][CH2:76][CH2:75][CH2:74]1.C(=O)([O-])[O-].[Cs+].[Cs+]. Given the product [Cl:1][C:2]1[CH:18]=[CH:17][C:5]2[CH2:6][CH2:7][N:8]([C:11](=[O:16])[C:12]([F:15])([F:14])[F:13])[CH2:9][CH2:10][C:4]=2[C:3]=1[NH:86][CH2:85][C:84]1[CH:87]=[CH:88][C:81]([C:79]([CH:73]2[CH2:78][CH2:77][CH2:76][CH2:75][CH2:74]2)=[O:80])=[CH:82][CH:83]=1, predict the reactants needed to synthesize it. (3) Given the product [CH3:14][C@H:9]1[CH2:10][O:11][CH2:12][CH2:13][N:8]1[C:6]1[CH:5]=[C:4]([C:15]2([S:20]([CH3:23])(=[O:22])=[O:21])[CH2:19][CH2:18][CH2:17][CH2:16]2)[N:3]=[C:2]([C:28]2[CH:29]=[CH:30][CH:31]=[C:32]3[C:27]=2[CH:26]=[CH:25][NH:24]3)[N:7]=1, predict the reactants needed to synthesize it. The reactants are: Cl[C:2]1[N:7]=[C:6]([N:8]2[CH2:13][CH2:12][O:11][CH2:10][C@@H:9]2[CH3:14])[CH:5]=[C:4]([C:15]2([S:20]([CH3:23])(=[O:22])=[O:21])[CH2:19][CH2:18][CH2:17][CH2:16]2)[N:3]=1.[NH:24]1[C:32]2[C:27](=[C:28](B(O)O)[CH:29]=[CH:30][CH:31]=2)[CH:26]=[CH:25]1.COCCOC.O.CCO. (4) Given the product [CH3:34][O:33][C:30]([C:28]1[CH:29]=[C:24]([C:9]2[CH:10]=[C:11]3[C:16](=[N:17][CH:18]=2)[N:15]([C:19]([NH2:21])=[O:20])[CH2:14][CH2:13][CH2:12]3)[CH:25]=[N:26][CH:27]=1)([CH3:32])[CH3:31], predict the reactants needed to synthesize it. The reactants are: CC1(C)C(C)(C)OB([C:9]2[CH:10]=[C:11]3[C:16](=[N:17][CH:18]=2)[N:15]([C:19]([NH2:21])=[O:20])[CH2:14][CH2:13][CH2:12]3)O1.Br[C:24]1[CH:25]=[N:26][CH:27]=[C:28]([C:30]([O:33][CH3:34])([CH3:32])[CH3:31])[CH:29]=1.C([O-])([O-])=O.[Na+].[Na+].O.